Dataset: Forward reaction prediction with 1.9M reactions from USPTO patents (1976-2016). Task: Predict the product of the given reaction. Given the reactants N#N.[CH3:3][O:4][C:5]1[C:10]([O:11][CH3:12])=[C:9]([O:13][CH3:14])[CH:8]=[CH:7][C:6]=1[C:15]1[CH:20]=[CH:19][CH:18]=[C:17]([C:21](Cl)=[O:22])[CH:16]=1.[Br:24][C:25]1[CH:30]=[CH:29][C:28]([N+:31]([O-:33])=[O:32])=[CH:27][C:26]=1[NH2:34], predict the reaction product. The product is: [Br:24][C:25]1[CH:30]=[CH:29][C:28]([N+:31]([O-:33])=[O:32])=[CH:27][C:26]=1[NH:34][C:21]([C:17]1[CH:16]=[C:15]([C:6]2[CH:7]=[CH:8][C:9]([O:13][CH3:14])=[C:10]([O:11][CH3:12])[C:5]=2[O:4][CH3:3])[CH:20]=[CH:19][CH:18]=1)=[O:22].